Predict the product of the given reaction. From a dataset of Forward reaction prediction with 1.9M reactions from USPTO patents (1976-2016). (1) Given the reactants F[C:2](F)(F)[C:3](O)=O.[OH:8][N:9]1[C:14]([CH3:16])([CH3:15])[CH2:13][CH:12]([O:17][C:18](=[O:25])[C:19]2[CH:24]=[CH:23][CH:22]=[CH:21][CH:20]=2)[CH2:11][C:10]1([CH3:27])[CH3:26].OO.S([O-])([O-])=O.[Na+].[Na+], predict the reaction product. The product is: [CH:3]1([O:8][N:9]2[C:14]([CH3:16])([CH3:15])[CH2:13][CH:12]([O:17][C:18](=[O:25])[C:19]3[CH:24]=[CH:23][CH:22]=[CH:21][CH:20]=3)[CH2:11][C:10]2([CH3:27])[CH3:26])[CH2:2][CH2:12][CH2:11][CH2:10][CH2:26]1. (2) Given the reactants [NH:1]([C:13]([O:15][CH2:16][CH:17]1[C:29]2[C:24](=[CH:25][CH:26]=[CH:27][CH:28]=2)[C:23]2[C:18]1=[CH:19][CH:20]=[CH:21][CH:22]=2)=[O:14])[C@@H:2]([C:10](O)=[O:11])[CH2:3][C:4]1[CH:9]=[CH:8][CH:7]=[CH:6][CH:5]=1.C1C=CC2N(O)N=NC=2C=1.CC(C)N=C=NC(C)C.[NH2:49][C@H:50]([C:55]([OH:57])=[O:56])[CH2:51][CH:52]([CH3:54])[CH3:53].C1C=C2C(C(O)(O)C(=O)C2=CC=1)=O, predict the reaction product. The product is: [NH:1]([C:13]([O:15][CH2:16][CH:17]1[C:29]2[C:24](=[CH:25][CH:26]=[CH:27][CH:28]=2)[C:23]2[C:18]1=[CH:19][CH:20]=[CH:21][CH:22]=2)=[O:14])[C@@H:2]([C:10]([NH:49][C@H:50]([C:55]([OH:57])=[O:56])[CH2:51][CH:52]([CH3:54])[CH3:53])=[O:11])[CH2:3][C:4]1[CH:9]=[CH:8][CH:7]=[CH:6][CH:5]=1. (3) Given the reactants [BH4-].[Na+].[CH2:3]([N:10]1[CH2:15][CH2:14][C:13](=[O:16])[CH:12]([CH2:17][C:18]2[CH:23]=[CH:22][CH:21]=[CH:20][CH:19]=2)[CH2:11]1)[C:4]1[CH:9]=[CH:8][CH:7]=[CH:6][CH:5]=1, predict the reaction product. The product is: [CH2:3]([N:10]1[CH2:15][CH2:14][CH:13]([OH:16])[CH:12]([CH2:17][C:18]2[CH:23]=[CH:22][CH:21]=[CH:20][CH:19]=2)[CH2:11]1)[C:4]1[CH:5]=[CH:6][CH:7]=[CH:8][CH:9]=1.